This data is from Forward reaction prediction with 1.9M reactions from USPTO patents (1976-2016). The task is: Predict the product of the given reaction. (1) The product is: [NH2:1][C:2]1[C:7]([S:10]([Cl:9])(=[O:12])=[O:11])=[CH:6][C:5]([Br:8])=[CH:4][N:3]=1. Given the reactants [NH2:1][C:2]1[CH:7]=[CH:6][C:5]([Br:8])=[CH:4][N:3]=1.[Cl:9][S:10](O)(=[O:12])=[O:11], predict the reaction product. (2) The product is: [F:66][C:53]([F:52])([F:65])[CH2:54][O:55][C:56]1[CH:64]=[CH:63][C:59]([C:60]([NH:1][C:2]2[CH:7]=[CH:6][C:5]([C@@H:8]3[O:13][CH2:12][CH2:11][N:10]([C:14]([O:16][C:17]([CH3:20])([CH3:19])[CH3:18])=[O:15])[CH2:9]3)=[CH:4][CH:3]=2)=[O:61])=[CH:58][N:57]=1. Given the reactants [NH2:1][C:2]1[CH:7]=[CH:6][C:5]([C@@H:8]2[O:13][CH2:12][CH2:11][N:10]([C:14]([O:16][C:17]([CH3:20])([CH3:19])[CH3:18])=[O:15])[CH2:9]2)=[CH:4][CH:3]=1.CN1CCOCC1.CN(C(ON1N=NC2C=CC=CC1=2)=[N+](C)C)C.F[P-](F)(F)(F)(F)F.[F:52][C:53]([F:66])([F:65])[CH2:54][O:55][C:56]1[CH:64]=[CH:63][C:59]([C:60](O)=[O:61])=[CH:58][N:57]=1, predict the reaction product. (3) The product is: [Br:1][C:2]1[CH:3]=[C:4]([CH:8]([F:12])[C:9]([N:14]([CH3:15])[CH3:13])=[O:10])[CH:5]=[CH:6][CH:7]=1. Given the reactants [Br:1][C:2]1[CH:3]=[C:4]([CH:8]([F:12])[C:9](O)=[O:10])[CH:5]=[CH:6][CH:7]=1.[CH3:13][NH:14][CH3:15].CN(C(ON1N=NC2C=CC=NC1=2)=[N+](C)C)C.F[P-](F)(F)(F)(F)F.CCN(C(C)C)C(C)C, predict the reaction product.